Dataset: Human intestinal absorption (HIA) binary classification data from Hou et al.. Task: Regression/Classification. Given a drug SMILES string, predict its absorption, distribution, metabolism, or excretion properties. Task type varies by dataset: regression for continuous measurements (e.g., permeability, clearance, half-life) or binary classification for categorical outcomes (e.g., BBB penetration, CYP inhibition). Dataset: hia_hou. (1) The molecule is Cc1cn([C@H]2C=C[C@H](CO)O2)c(=O)nc1N. The result is 1 (good absorption). (2) The molecule is CN[C@@H](C)[C@H]1CC[C@H](N)[C@H](O[C@H]2[C@@H](N)C[C@H](N)[C@H](O[C@@H]3OC[C@@](C)(O)[C@@H](NC)[C@@H]3O)[C@H]2O)O1. The result is 0 (poor absorption).